This data is from Reaction yield outcomes from USPTO patents with 853,638 reactions. The task is: Predict the reaction yield, written as a fraction of the theoretical maximum amount of product (1.0 means a 100% yield; for example, 0.34 means a 34% yield). (1) The reactants are [Cl:1][C:2]1[CH:3]=[C:4]([C:8]2[C:12]([CH2:13][O:14][C:15]3[CH:23]=[CH:22][C:18]([C:19]([OH:21])=O)=[CH:17][N:16]=3)=[C:11]([CH3:24])[O:10][N:9]=2)[CH:5]=[CH:6][CH:7]=1.[NH2:25][CH:26]1[CH2:31][CH2:30][O:29][CH2:28][CH2:27]1. No catalyst specified. The product is [Cl:1][C:2]1[CH:3]=[C:4]([C:8]2[C:12]([CH2:13][O:14][C:15]3[CH:23]=[CH:22][C:18]([C:19]([NH:25][CH:26]4[CH2:31][CH2:30][O:29][CH2:28][CH2:27]4)=[O:21])=[CH:17][N:16]=3)=[C:11]([CH3:24])[O:10][N:9]=2)[CH:5]=[CH:6][CH:7]=1. The yield is 0.890. (2) The reactants are [NH2:1][C:2]1[C:3](=[O:13])[C:4]2[C:9]([C:10](=[O:12])[CH:11]=1)=[CH:8][CH:7]=[CH:6][CH:5]=2.[H-].[Na+].[CH3:16][O:17][C:18](Cl)=[O:19]. The catalyst is CN(C=O)C. The product is [CH3:16][O:17][C:18](=[O:19])[NH:1][C:2]1[C:3](=[O:13])[C:4]2[C:9]([C:10](=[O:12])[CH:11]=1)=[CH:8][CH:7]=[CH:6][CH:5]=2. The yield is 0.340.